From a dataset of Forward reaction prediction with 1.9M reactions from USPTO patents (1976-2016). Predict the product of the given reaction. (1) Given the reactants [Na+].[Cl-].OP([O-])(O)=O.[K+].[Cl-].[K+].[Cl-].[Cl-].[Ca+2].[O-]S([O-])(=O)=O.[Mg+2].[CH2:20]1[N:25]([CH2:26][CH2:27]O)[CH2:24][CH2:23]N(CCS(O)(=O)=O)C1.O=C1O[C@H]([C@H](CO)O)C(O)=C1O.C[N:48]([CH2:52][C:53]1[CH:54]=[CH:55][CH:56]=CC=1)CC#C.Cl.O=C[C@@H]([C@H]([C@@H]([C@@H](CO)O)O)O)O.N[C@H](C([O-])=O)CCC([O-])=O, predict the reaction product. The product is: [N:48]1[CH:52]=[C:53]([C@@H:24]2[CH2:23][CH2:27][CH2:26][N:25]2[CH3:20])[CH:54]=[CH:55][CH:56]=1. (2) Given the reactants [F:1][C:2]([F:17])([F:16])[C:3]1[CH:8]=[CH:7][C:6]([CH:9]([CH:11]([C:14]#[N:15])[C:12]#[N:13])[CH3:10])=[CH:5][CH:4]=1.[H-].[Na+].Br[CH2:21][CH2:22][C:23]([F:26])([F:25])[F:24], predict the reaction product. The product is: [F:1][C:2]([F:16])([F:17])[C:3]1[CH:4]=[CH:5][C:6]([CH:9]([C:11]([CH2:21][CH2:22][C:23]([F:26])([F:25])[F:24])([C:14]#[N:15])[C:12]#[N:13])[CH3:10])=[CH:7][CH:8]=1. (3) Given the reactants C(OC(C1OC(Cl)=NC=1)=O)C.[O:12]=[C:13]1[NH:17][CH:16]=[C:15]([C:18]([OH:20])=O)[O:14]1.[NH2:21][CH2:22][CH2:23][N:24]1[CH2:29][CH2:28][N:27]([C:30]([O:32][CH2:33][C:34]2[CH:39]=[C:38]([Cl:40])[CH:37]=[C:36]([Cl:41])[CH:35]=2)=[O:31])[CH2:26][CH2:25]1, predict the reaction product. The product is: [O:12]=[C:13]1[NH:17][CH:16]=[C:15]([C:18]([NH:21][CH2:22][CH2:23][N:24]2[CH2:29][CH2:28][N:27]([C:30]([O:32][CH2:33][C:34]3[CH:39]=[C:38]([Cl:40])[CH:37]=[C:36]([Cl:41])[CH:35]=3)=[O:31])[CH2:26][CH2:25]2)=[O:20])[O:14]1. (4) Given the reactants Br[C:2]1[CH:9]=[CH:8][C:7]([Br:10])=[CH:6][C:3]=1[CH:4]=O.[C:11]([O-:14])([O-])=O.[K+].[K+].C[NH:18][C@@H:19]1[CH2:24][CH2:23][CH2:22][CH2:21][C@H:20]1NC.C[N:28]1CCCC1=O, predict the reaction product. The product is: [Br:10][C:7]1[CH:6]=[C:3]2[C:2](=[CH:9][CH:8]=1)[N:18]([C:19]1[CH:24]=[CH:23][CH:22]=[C:21]([O:14][CH3:11])[CH:20]=1)[N:28]=[CH:4]2. (5) Given the reactants CCN(C(C)C)C(C)C.[CH3:10][O:11][C:12]1[CH:13]=[CH:14][CH:15]=[C:16]2[C:21]=1[O:20][C:19](=[O:22])[C:18]([C:23]([OH:25])=O)=[CH:17]2.CN(C(ON1N=NC2C=CC=NC1=2)=[N+](C)C)C.F[P-](F)(F)(F)(F)F.[N:50]1([C:56]2[CH:57]=[C:58]([NH2:62])[CH:59]=[CH:60][CH:61]=2)[CH2:55][CH2:54][O:53][CH2:52][CH2:51]1, predict the reaction product. The product is: [N:50]1([C:56]2[CH:57]=[C:58]([NH:62][C:23]([C:18]3[C:19](=[O:22])[O:20][C:21]4[C:16]([CH:17]=3)=[CH:15][CH:14]=[CH:13][C:12]=4[O:11][CH3:10])=[O:25])[CH:59]=[CH:60][CH:61]=2)[CH2:51][CH2:52][O:53][CH2:54][CH2:55]1. (6) Given the reactants [C:1]([C:3]1[CH:4]=[C:5]2[C:9](=[CH:10][CH:11]=1)[N:8]([CH2:12][CH:13]1[CH2:18][CH2:17][N:16]([C:19](=[O:28])[CH2:20][CH2:21][C:22]3[CH:27]=[CH:26][CH:25]=[CH:24][CH:23]=3)[CH2:15][CH2:14]1)[CH:7]=[CH:6]2)#[CH:2].O=C1O[C@H]([C@H](CO)O)C([O-])=C1O.[Na+].[N:42]([CH2:45][Si:46]([CH3:49])([CH3:48])[CH3:47])=[N+:43]=[N-:44].C(OCC)(=O)C, predict the reaction product. The product is: [C:22]1([CH2:21][CH2:20][C:19]([N:16]2[CH2:17][CH2:18][CH:13]([CH2:12][N:8]3[C:9]4[C:5](=[CH:4][C:3]([C:1]5[N:44]=[N:43][N:42]([CH2:45][Si:46]([CH3:49])([CH3:48])[CH3:47])[CH:2]=5)=[CH:11][CH:10]=4)[CH:6]=[CH:7]3)[CH2:14][CH2:15]2)=[O:28])[CH:23]=[CH:24][CH:25]=[CH:26][CH:27]=1. (7) Given the reactants [CH2:1]([O:3][C:4]1[CH:5]=[CH:6][C:7]([O:10][C:11]2[CH:12]=[C:13]([CH:28]=[CH:29][CH:30]=2)[CH:14]=[C:15]2[CH2:20][CH2:19][N:18](C(OC(C)(C)C)=O)[CH2:17][CH2:16]2)=[N:8][CH:9]=1)[CH3:2].C(O)(C(F)(F)F)=O, predict the reaction product. The product is: [CH2:1]([O:3][C:4]1[CH:5]=[CH:6][C:7]([O:10][C:11]2[CH:30]=[CH:29][CH:28]=[C:13]([CH:14]=[C:15]3[CH2:20][CH2:19][NH:18][CH2:17][CH2:16]3)[CH:12]=2)=[N:8][CH:9]=1)[CH3:2]. (8) Given the reactants [CH2:1]([O:8][C@@H:9]1[C@@H:15]([O:16][CH2:17][C:18]2[CH:23]=[CH:22][CH:21]=[CH:20][CH:19]=2)[C@H:14]([O:24][CH2:25][C:26]2[CH:31]=[CH:30][CH:29]=[CH:28][CH:27]=2)[C@@H:13]([CH2:32][O:33][CH2:34][C:35]2[CH:40]=[CH:39][CH:38]=[CH:37][CH:36]=2)[O:12][CH:10]1[OH:11])[C:2]1[CH:7]=[CH:6][CH:5]=[CH:4][CH:3]=1.C([O:45][C:46](=[O:49])[CH2:47]Br)(C)(C)C, predict the reaction product. The product is: [CH2:1]([O:8][C@@H:9]1[C@@H:15]([O:16][CH2:17][C:18]2[CH:23]=[CH:22][CH:21]=[CH:20][CH:19]=2)[C@H:14]([O:24][CH2:25][C:26]2[CH:27]=[CH:28][CH:29]=[CH:30][CH:31]=2)[C@@H:13]([CH2:32][O:33][CH2:34][C:35]2[CH:36]=[CH:37][CH:38]=[CH:39][CH:40]=2)[O:12][CH:10]1[O:11][CH2:47][C:46]([OH:49])=[O:45])[C:2]1[CH:3]=[CH:4][CH:5]=[CH:6][CH:7]=1.